From a dataset of Forward reaction prediction with 1.9M reactions from USPTO patents (1976-2016). Predict the product of the given reaction. (1) Given the reactants [CH2:1]([C:4]1[CH:5]=[C:6]([CH:11]=[CH:12][C:13]=1[CH3:14])[C:7](OC)=[O:8])[CH:2]=[CH2:3].O.[NH2:16][NH2:17], predict the reaction product. The product is: [CH2:1]([C:4]1[CH:5]=[C:6]([CH:11]=[CH:12][C:13]=1[CH3:14])[C:7]([NH:16][NH2:17])=[O:8])[CH:2]=[CH2:3]. (2) The product is: [OH:27][CH2:26][C@H:22]1[CH2:23][CH2:24][CH2:25][N:21]1[C:15]([C:12]1[CH:11]=[CH:10][C:9]([C:6]2[CH:5]=[CH:4][C:3]([C:2]([F:18])([F:1])[F:19])=[CH:8][CH:7]=2)=[CH:14][CH:13]=1)=[O:16]. Given the reactants [F:1][C:2]([F:19])([F:18])[C:3]1[CH:8]=[CH:7][C:6]([C:9]2[CH:14]=[CH:13][C:12]([C:15](O)=[O:16])=[CH:11][CH:10]=2)=[CH:5][CH:4]=1.[Li].[NH:21]1[CH2:25][CH2:24][CH2:23][C@@H:22]1[CH2:26][OH:27], predict the reaction product.